From a dataset of Full USPTO retrosynthesis dataset with 1.9M reactions from patents (1976-2016). Predict the reactants needed to synthesize the given product. Given the product [Br:1][C:2]1[C:3]([OH:16])=[C:4]2[C:9](=[CH:10][CH:11]=1)[N:8]([C:12]([O:19][CH3:17])=[O:14])[C@@H:7]([CH3:15])[CH2:6][CH2:5]2, predict the reactants needed to synthesize it. The reactants are: [Br:1][C:2]1[C:3]([OH:16])=[C:4]2[C:9](=[CH:10][CH:11]=1)[N:8]([C:12](=[O:14])C)[C@@H:7]([CH3:15])[CH2:6][CH2:5]2.[C:17](Cl)(=[O:19])C.COC1C=CC=C2C=1CC[C@H](C)N2.BrC1C=CC2N(C(C3CC3)=O)[C@@H](C)CCC=2C=1O.C1(C(Cl)=O)CC1.